This data is from Experimentally validated miRNA-target interactions with 360,000+ pairs, plus equal number of negative samples. The task is: Binary Classification. Given a miRNA mature sequence and a target amino acid sequence, predict their likelihood of interaction. (1) The miRNA is hsa-miR-941 with sequence CACCCGGCUGUGUGCACAUGUGC. The protein sequence of the target gene is MRFFCARCCSFGPEMPAVQLLLLACLVWDVGARTAQLRKANDQSGRCQYTFSVASPNESSCPEQSQAMSVIHNLQRDSSTQRLDLEATKARLSSLESLLHQLTLDQAARPQETQEGLQRELGTLRRERDQLETQTRELETAYSNLLRDKSVLEEEKKRLRQENENLARRLESSSQEVARLRRGQCPQTRDTARAVPPGSREVSTWNLDTLAFQELKSELTEVPASRILKESPSGYLRSGEGDTGCGELVWVGEPLTLRTAETITGKYGVWMRDPKPTYPYTQETTWRIDTVGTDVRQVFE.... Result: 0 (no interaction). (2) The miRNA is mmu-miR-362-3p with sequence AACACACCUGUUCAAGGAUUCA. The protein sequence of the target gene is MANRRGGGQGQPPSVSPSPGSSGNLSDDRTCTHNICMVSDFFYPNMGGVESHIYQLSQCLIERGHKVITVTHAYGNRKGVRYLTNGLKVYYLPLRVMYNQSTATTLFHSLPLLRYIFVRERITIIHSHSSFSAMAHDALFHAKTMGLQTVFTDHSLFGFADVSSVLTNKLLTVSLCDTNHIICVSYTSKENTVLRAALNPEIVSVIPNAVDPTDFTPDPFRRHDSVITVVVVSRLVYRKGTDLLSGIIPELCQKYQELHFLIGGEGPKRIILEEVRERYQLHDRVQLLGALEHKDVRNVL.... Result: 1 (interaction). (3) The miRNA is hsa-miR-6729-3p with sequence UCAUCCCCCUCGCCCUCUCAG. The protein sequence of the target gene is MAASAKKKNKKGKTISLTDFLAEDGGTGGGSTYVSKPVSWADETDDLEGDVSTTWHSNDDDVYRAPPIDRSILPTAPRAAREPNIDRSRLPKSPPYTAFLGNLPYDVTEESIKEFFRGLNISAVRLPREPSNPERLKGFGYAEFEDLDSLLSALSLNEESLGNRRIRVDVADQAQDKDRDDRSFGRDRNRDSDKTDTDWRARPATDSFDDYPPRRGDDSFGDKYRDRYDSDRYRDGYRDGYRDGPRRDMDRYGGRDRYDDRGSRDYDRGYDSRIGSGRRAFGSGYRRDDDYRGGGDRYED.... Result: 0 (no interaction).